From a dataset of Full USPTO retrosynthesis dataset with 1.9M reactions from patents (1976-2016). Predict the reactants needed to synthesize the given product. (1) Given the product [CH3:8][C:7]1[C:6]([CH3:9])=[CH:5][CH:4]=[C:3]([N+:10]([O-:12])=[O:11])[C:2]=1[C:2]1[C:3]([N+:10]([O-:12])=[O:11])=[CH:4][CH:5]=[C:6]([CH3:9])[C:7]=1[CH3:8], predict the reactants needed to synthesize it. The reactants are: I[C:2]1[C:7]([CH3:8])=[C:6]([CH3:9])[CH:5]=[CH:4][C:3]=1[N+:10]([O-:12])=[O:11]. (2) Given the product [CH3:21][O:20][C:18]([C:16]1[S:17][C:13]([C:11](=[O:12])[CH:10]=[C:9]([C:4]2[CH:5]=[C:6]([Cl:8])[CH:7]=[C:2]([Cl:1])[CH:3]=2)[C:26]([F:29])([F:28])[F:27])=[C:14]2[CH2:25][CH2:24][CH2:23][CH2:22][C:15]=12)=[O:19], predict the reactants needed to synthesize it. The reactants are: [Cl:1][C:2]1[CH:3]=[C:4]([C:9](O)([C:26]([F:29])([F:28])[F:27])[CH2:10][C:11]([C:13]2[S:17][C:16]([C:18]([O:20][CH3:21])=[O:19])=[C:15]3[CH2:22][CH2:23][CH2:24][CH2:25][C:14]=23)=[O:12])[CH:5]=[C:6]([Cl:8])[CH:7]=1.O=S(Cl)Cl.N1C=CC=CC=1. (3) Given the product [OH:1][C@@:2]1([C:13]([OH:15])=[O:14])[C:10]2[CH:9]=[C:8]([CH:18]=[CH2:19])[S:7][C:6]=2[C@@H:5]([OH:11])[C@H:4]([OH:12])[CH2:3]1, predict the reactants needed to synthesize it. The reactants are: [OH:1][C@@:2]1([C:13]([OH:15])=[O:14])[C:10]2[CH:9]=[CH:8][S:7][C:6]=2[C@@H:5]([OH:11])[C@H:4]([OH:12])[CH2:3]1.[K+].[Br-].[CH2:18]1COC[CH2:19]1. (4) The reactants are: [C:1]([O:5][C:6]([NH:8][C:9]1[CH:14]=[CH:13][C:12]([S:15][C:16]2[CH:24]=[CH:23][C:19]([C:20](O)=[O:21])=[CH:18][C:17]=2[NH:25][C:26]2[C:27]3[CH:35]=[CH:34][C:33]([CH:36]([CH3:38])[CH3:37])=[N:32][C:28]=3[N:29]=[CH:30][N:31]=2)=[CH:11][CH:10]=1)=[O:7])([CH3:4])([CH3:3])[CH3:2].[CH3:39][C@@H:40]([NH2:47])[C:41]1[CH:46]=[CH:45][CH:44]=[CH:43][CH:42]=1. Given the product [C:1]([O:5][C:6](=[O:7])[NH:8][C:9]1[CH:14]=[CH:13][C:12]([S:15][C:16]2[CH:24]=[CH:23][C:19]([C:20](=[O:21])[NH:47][C@@H:40]([C:41]3[CH:46]=[CH:45][CH:44]=[CH:43][CH:42]=3)[CH3:39])=[CH:18][C:17]=2[NH:25][C:26]2[C:27]3[CH:35]=[CH:34][C:33]([CH:36]([CH3:37])[CH3:38])=[N:32][C:28]=3[N:29]=[CH:30][N:31]=2)=[CH:11][CH:10]=1)([CH3:3])([CH3:4])[CH3:2], predict the reactants needed to synthesize it. (5) Given the product [CH2:60]([O:59][C:57](=[O:58])[N:1]([CH2:28][CH2:27][N:22]([CH:16]1[CH2:17][CH2:18][CH2:19][CH2:20][CH2:21]1)[C:23](=[O:26])[CH:24]=[CH2:25])[CH2:2][CH2:3][C:4]1[C:9]2[O:10][CH2:11][C:12](=[O:14])[NH:13][C:8]=2[C:7]([OH:15])=[CH:6][CH:5]=1)[CH2:63][CH2:35][CH3:36], predict the reactants needed to synthesize it. The reactants are: [NH2:1][CH2:2][CH2:3][C:4]1[C:9]2[O:10][CH2:11][C:12](=[O:14])[NH:13][C:8]=2[C:7]([OH:15])=[CH:6][CH:5]=1.[CH:16]1([N:22]([CH2:27][CH:28]=O)[C:23](=[O:26])[CH:24]=[CH2:25])[CH2:21][CH2:20][CH2:19][CH2:18][CH2:17]1.C(=O)(O)[O-].[Na+].[C:35](O[BH-](OC(=O)C)OC(=O)C)(=O)[CH3:36].[Na+].[C:57](O[C:57]([O:59][C:60]([CH3:63])(C)C)=[O:58])([O:59][C:60](C)(C)[CH3:63])=[O:58]. (6) Given the product [CH3:12][C:13]1[CH:18]=[CH:17][C:16]([O:19][CH2:2][C:3]2[C:8]([N+:9]([O-:11])=[O:10])=[CH:7][CH:6]=[CH:5][N:4]=2)=[CH:15][CH:14]=1, predict the reactants needed to synthesize it. The reactants are: Br[CH2:2][C:3]1[C:8]([N+:9]([O-:11])=[O:10])=[CH:7][CH:6]=[CH:5][N:4]=1.[CH3:12][C:13]1[CH:18]=[CH:17][C:16]([OH:19])=[CH:15][CH:14]=1.